Task: Predict the reactants needed to synthesize the given product.. Dataset: Full USPTO retrosynthesis dataset with 1.9M reactions from patents (1976-2016) (1) Given the product [F:1][C:2]1[CH:3]=[C:4]2[C:9](=[CH:10][CH:11]=1)[N:8]=[C:7]([O:12][CH3:13])[C:6]([NH:14][C:15]([N:33]1[CH2:32][CH2:31][N:30]([C:24]3[CH:23]=[C:22]([O:21][CH3:20])[CH:27]=[C:26]([O:28][CH3:29])[CH:25]=3)[CH2:35][CH2:34]1)=[O:19])=[N:5]2, predict the reactants needed to synthesize it. The reactants are: [F:1][C:2]1[CH:3]=[C:4]2[C:9](=[CH:10][CH:11]=1)[N:8]=[C:7]([O:12][CH3:13])[C:6]([NH:14][C:15](=[O:19])OCC)=[N:5]2.[CH3:20][O:21][C:22]1[CH:23]=[C:24]([N:30]2[CH2:35][CH2:34][NH:33][CH2:32][CH2:31]2)[CH:25]=[C:26]([O:28][CH3:29])[CH:27]=1. (2) Given the product [C:30]([N:26]1[CH2:27][CH2:28][CH:23]([N:22]([CH3:29])[C:4]2[C:5]([CH3:21])=[C:6]([CH:20]=[C:2]([Br:1])[CH:3]=2)[C:7]([NH:9][CH2:10][C:11]2[C:12](=[O:19])[NH:13][C:14]([CH3:18])=[CH:15][C:16]=2[CH3:17])=[O:8])[CH2:24][CH2:25]1)(=[O:32])[CH3:31], predict the reactants needed to synthesize it. The reactants are: [Br:1][C:2]1[CH:3]=[C:4]([N:22]([CH3:29])[CH:23]2[CH2:28][CH2:27][NH:26][CH2:25][CH2:24]2)[C:5]([CH3:21])=[C:6]([CH:20]=1)[C:7]([NH:9][CH2:10][C:11]1[C:12](=[O:19])[NH:13][C:14]([CH3:18])=[CH:15][C:16]=1[CH3:17])=[O:8].[C:30](O)(=[O:32])[CH3:31].C1CN([P+](ON2N=NC3C=CC=CC2=3)(N2CCCC2)N2CCCC2)CC1.F[P-](F)(F)(F)(F)F. (3) Given the product [Cl:1][C:2]1[CH:3]=[C:4]([CH:25]=[CH:26][CH:27]=1)[CH2:5][N:6]1[C:10]([C:11]([OH:13])=[O:12])=[CH:9][C:8]2[S:14][C:15]([C:17]#[C:18][C:19]3[CH2:24][CH2:23][CH2:22][CH2:21][CH:20]=3)=[CH:16][C:7]1=2, predict the reactants needed to synthesize it. The reactants are: [Cl:1][C:2]1[CH:3]=[C:4]([CH:25]=[CH:26][CH:27]=1)[CH2:5][N:6]1[C:10]([C:11]([OH:13])=[O:12])=[CH:9][C:8]2[S:14][C:15]([C:17]#[C:18][C:19]3[CH:24]=[CH:23][CH:22]=[CH:21][CH:20]=3)=[CH:16][C:7]1=2.C(OC(C1N(CC2C=CC=C(Cl)C=2)C2C=C(Br)SC=2C=1)=O)C.C1(C#C[Sn](C)(C)C)CCCCC=1. (4) Given the product [CH:2]([C:3]1[CH:4]=[C:5]([C:16]([O:18][CH2:19][CH3:20])=[O:17])[CH:6]=[C:7]([C:9]2[CH:10]=[CH:11][C:12]([CH3:15])=[CH:13][CH:14]=2)[CH:8]=1)=[O:1], predict the reactants needed to synthesize it. The reactants are: [OH:1][CH2:2][C:3]1[CH:4]=[C:5]([C:16]([O:18][CH2:19][CH3:20])=[O:17])[CH:6]=[C:7]([C:9]2[CH:14]=[CH:13][C:12]([CH3:15])=[CH:11][CH:10]=2)[CH:8]=1.